Dataset: Reaction yield outcomes from USPTO patents with 853,638 reactions. Task: Predict the reaction yield, written as a fraction of the theoretical maximum amount of product (1.0 means a 100% yield; for example, 0.34 means a 34% yield). The reactants are C(OC(=O)[NH:7][C:8]1([C:12]2[CH:17]=[CH:16][C:15]([C:18]3[C:27]([C:28]4[CH:33]=[CH:32][CH:31]=[CH:30][CH:29]=4)=[CH:26][C:25]4[C:24]5=[N:34][NH:35][C:36]([N:37]6[CH2:42][CH2:41][O:40][CH2:39][CH2:38]6)=[C:23]5[CH2:22][CH2:21][C:20]=4[N:19]=3)=[CH:14][CH:13]=2)[CH2:11][CH2:10][CH2:9]1)(C)(C)C. The catalyst is C(O)(C(F)(F)F)=O. The product is [O:40]1[CH2:39][CH2:38][N:37]([C:36]2[NH:35][N:34]=[C:24]3[C:23]=2[CH2:22][CH2:21][C:20]2[N:19]=[C:18]([C:15]4[CH:14]=[CH:13][C:12]([C:8]5([NH2:7])[CH2:11][CH2:10][CH2:9]5)=[CH:17][CH:16]=4)[C:27]([C:28]4[CH:29]=[CH:30][CH:31]=[CH:32][CH:33]=4)=[CH:26][C:25]3=2)[CH2:42][CH2:41]1. The yield is 0.630.